Predict the product of the given reaction. From a dataset of Forward reaction prediction with 1.9M reactions from USPTO patents (1976-2016). (1) Given the reactants [CH2:1]([OH:4])[CH:2]=[CH2:3].[H-].[Na+].[F:7][C:8]1[CH:9]=[C:10]([Br:15])[CH:11]=[C:12](F)[CH:13]=1, predict the reaction product. The product is: [CH2:1]([O:4][C:12]1[CH:13]=[C:8]([F:7])[CH:9]=[C:10]([Br:15])[CH:11]=1)[CH:2]=[CH2:3]. (2) Given the reactants [F:1][C:2]([F:24])([F:23])[CH2:3][S:4][C:5]1[CH:10]=[C:9]([C:11]2[C:12]([C:16]([F:19])([F:18])[F:17])=[N:13][NH:14][CH:15]=2)[CH:8]=[CH:7][C:6]=1[CH:20]([F:22])[F:21].ClC1C=CC=C(C(OO)=[O:33])C=1.S([O-])([O-])=O.[Na+].[Na+], predict the reaction product. The product is: [F:24][C:2]([F:1])([F:23])[CH2:3][S:4]([C:5]1[CH:10]=[C:9]([C:11]2[C:12]([C:16]([F:18])([F:19])[F:17])=[N:13][NH:14][CH:15]=2)[CH:8]=[CH:7][C:6]=1[CH:20]([F:22])[F:21])=[O:33]. (3) Given the reactants [Cl:1][C:2]1[CH:3]=[CH:4][C:5]([CH2:16][CH2:17][C:18]([O:20][CH3:21])=[O:19])=[C:6](C2C=CC=C(C#N)C=2)[CH:7]=1.[Cl:22][C:23]1[CH:28]=[C:27]([S:29][CH3:30])[CH:26]=[CH:25][C:24]=1B(O)O, predict the reaction product. The product is: [Cl:22][C:23]1[CH:28]=[C:27]([S:29][CH3:30])[CH:26]=[CH:25][C:24]=1[C:6]1[CH:7]=[C:2]([Cl:1])[CH:3]=[CH:4][C:5]=1[CH2:16][CH2:17][C:18]([O:20][CH3:21])=[O:19]. (4) Given the reactants [F:1][C:2]1[CH:7]=[C:6]([CH2:8][N:9]2[C:14]([O:15][C:16]3[CH:17]=[C:18]([CH:23]=CC#N)[CH:19]=[C:20]([CH3:22])[CH:21]=3)=[C:13]([CH:27]([CH3:29])[CH3:28])[C:12](=[O:30])[NH:11][C:10]2=[O:31])[CH:5]=[C:4]([NH:32][CH2:33][C:34]2[CH:39]=[CH:38][C:37]([O:40][CH3:41])=[CH:36][CH:35]=2)[N:3]=1.[O:42]=[N+]([O-])[O-].[O-][N+](=O)[O-].[O-][N+](=O)[O-].[O-][N+](=O)[O-].[O-][N+](=O)[O-].[O-][N+](=O)[O-].[Ce+4].[NH4+].[NH4+], predict the reaction product. The product is: [F:1][C:2]1[CH:7]=[C:6]([CH2:8][N:9]2[C:14]([O:15][C:16]3[CH:17]=[C:18]([CH:19]=[C:20]([CH3:22])[CH:21]=3)[CH:23]=[O:42])=[C:13]([CH:27]([CH3:29])[CH3:28])[C:12](=[O:30])[NH:11][C:10]2=[O:31])[CH:5]=[C:4]([NH:32][CH2:33][C:34]2[CH:35]=[CH:36][C:37]([O:40][CH3:41])=[CH:38][CH:39]=2)[N:3]=1. (5) Given the reactants [F:1][CH:2]([F:18])[CH2:3][NH:4][C:5]1[CH:13]=[CH:12][C:11]([C:14]([F:17])([F:16])[F:15])=[CH:10][C:6]=1[C:7]([OH:9])=O.[CH3:19]CN(C(C)C)C(C)C.C1C=[CH:30][C:31]2[N:36](O)N=N[C:32]=2[CH:33]=1.CCN=C=NCCCN(C)C, predict the reaction product. The product is: [F:18][CH:2]([F:1])[CH2:3][NH:4][C:5]1[CH:13]=[CH:12][C:11]([C:14]([F:17])([F:16])[F:15])=[CH:10][C:6]=1[C:7]([NH:36][C:31]([CH3:30])([C:32]#[CH:33])[CH3:19])=[O:9]. (6) Given the reactants [Cl:1][C:2]1[CH:10]=[CH:9][C:5]([C:6]([OH:8])=O)=[CH:4][C:3]=1[O:11][C:12]([F:15])([F:14])[F:13].C1N=CN(C(N2C=NC=C2)=O)C=1.[CH2:28]([O:30][C:31](=[O:36])[CH2:32]C([O-])=O)[CH3:29].[K+].C(N(CC)CC)C.[Mg+2].[Cl-].[Cl-], predict the reaction product. The product is: [Cl:1][C:2]1[CH:10]=[CH:9][C:5]([C:6](=[O:8])[CH2:32][C:31]([O:30][CH2:28][CH3:29])=[O:36])=[CH:4][C:3]=1[O:11][C:12]([F:15])([F:14])[F:13].